Dataset: Catalyst prediction with 721,799 reactions and 888 catalyst types from USPTO. Task: Predict which catalyst facilitates the given reaction. Reactant: [CH3:1][CH2:2][O:3][C:4]([CH:6](P(OCC)(OCC)=O)[CH3:7])=[O:5].[H-].[Na+].[I:18][C:19]1[CH:26]=[CH:25][C:22]([CH:23]=O)=[CH:21][C:20]=1[O:27][CH2:28][CH2:29][CH3:30].[Cl-].[NH4+]. Product: [I:18][C:19]1[CH:26]=[CH:25][C:22](/[CH:23]=[C:6](\[CH3:7])/[C:4]([O:3][CH2:2][CH3:1])=[O:5])=[CH:21][C:20]=1[O:27][CH2:28][CH2:29][CH3:30]. The catalyst class is: 7.